From a dataset of Forward reaction prediction with 1.9M reactions from USPTO patents (1976-2016). Predict the product of the given reaction. (1) Given the reactants [NH2:1][C:2]1[C:7]([F:8])=[CH:6][CH:5]=[CH:4][N:3]=1.C[C:10](C)([O-:12])C.C(P(C(C)(C)C)[C:19]1[CH:24]=[CH:23][CH:22]=[CH:21][C:20]=1[C:19]1[C:24](C(C)C)=[CH:23][C:22](C(C)C)=[CH:21][C:20]=1C(C)C)(C)(C)C, predict the reaction product. The product is: [F:8][C:7]1[C:2]([NH:1][C:23]2[CH:24]=[CH:19][C:20]([O:12][CH3:10])=[CH:21][CH:22]=2)=[N:3][CH:4]=[CH:5][CH:6]=1. (2) Given the reactants [I:1]I.[CH3:3][C:4]1[N:9]=[C:8]([NH2:10])[N:7]=[C:6]([NH:11][CH2:12][CH2:13][CH2:14][CH2:15][CH3:16])[CH:5]=1.[OH-].[Na+], predict the reaction product. The product is: [I:1][C:5]1[C:6]([NH:11][CH2:12][CH2:13][CH2:14][CH2:15][CH3:16])=[N:7][C:8]([NH2:10])=[N:9][C:4]=1[CH3:3]. (3) The product is: [CH3:19][NH:20][CH2:2][CH2:3][CH2:4][N:5]1[CH2:10][CH2:9][S:8][C:7]2[CH:11]=[C:12]([N+:15]([O-:17])=[O:16])[CH:13]=[CH:14][C:6]1=2. Given the reactants Cl[CH2:2][CH2:3][CH2:4][N:5]1[CH2:10][CH2:9][S:8][C:7]2[CH:11]=[C:12]([N+:15]([O-:17])=[O:16])[CH:13]=[CH:14][C:6]1=2.Cl.[CH3:19][NH2:20].[I-].[K+].C(=O)([O-])[O-].[K+].[K+], predict the reaction product. (4) Given the reactants Br[C:2]1[CH:6]=[CH:5][S:4][CH:3]=1.[F:7][C:8]([F:20])([F:19])[O:9][C:10]1[CH:15]=[CH:14][C:13](B(O)O)=[CH:12][CH:11]=1.C([O-])([O-])=O.[K+].[K+].O1CCCC1, predict the reaction product. The product is: [F:7][C:8]([F:19])([F:20])[O:9][C:10]1[CH:15]=[CH:14][C:13]([C:2]2[CH:6]=[CH:5][S:4][CH:3]=2)=[CH:12][CH:11]=1. (5) Given the reactants [NH2:1][C:2]1[CH:12]=[CH:11][C:10]([Cl:13])=[CH:9][C:3]=1[O:4][CH2:5][CH2:6][CH2:7][OH:8].C(=O)([O-])O.[Na+].[C:19](Cl)(=[O:24])[C:20]([CH3:23])([CH3:22])[CH3:21], predict the reaction product. The product is: [Cl:13][C:10]1[CH:11]=[CH:12][C:2]([NH:1][C:19](=[O:24])[C:20]([CH3:23])([CH3:22])[CH3:21])=[C:3]([O:4][CH2:5][CH2:6][CH2:7][OH:8])[CH:9]=1. (6) The product is: [C:1]1([C:7]2[C:12]3[S:13][C:14]([C:16]([OH:18])=[O:17])=[CH:15][C:11]=3[CH:10]=[CH:9][CH:8]=2)[CH:2]=[CH:3][CH:4]=[CH:5][CH:6]=1. Given the reactants [C:1]1([C:7]2[C:12]3[S:13][C:14]([C:16]([O:18]C)=[O:17])=[CH:15][C:11]=3[CH:10]=[CH:9][CH:8]=2)[CH:6]=[CH:5][CH:4]=[CH:3][CH:2]=1.O.[OH-].[Li+].O, predict the reaction product.